From a dataset of Reaction yield outcomes from USPTO patents with 853,638 reactions. Predict the reaction yield, written as a fraction of the theoretical maximum amount of product (1.0 means a 100% yield; for example, 0.34 means a 34% yield). The reactants are C[Al](C)C.[CH:5]([NH2:8])([CH3:7])[CH3:6].CO[C:11]([C:13]1[CH:18]=[C:17]([N:19]2[CH2:24][CH2:23][N:22]([C:25]([O:27][C:28]([CH3:31])([CH3:30])[CH3:29])=[O:26])[CH2:21][CH2:20]2)[N:16]=[C:15]([C:32]2[CH:37]=[CH:36][N:35]=[C:34]([Cl:38])[CH:33]=2)[CH:14]=1)=[O:12]. The catalyst is C1(C)C=CC=CC=1. The product is [C:28]([O:27][C:25]([N:22]1[CH2:21][CH2:20][N:19]([C:17]2[N:16]=[C:15]([C:32]3[CH:37]=[CH:36][N:35]=[C:34]([Cl:38])[CH:33]=3)[CH:14]=[C:13]([C:11](=[O:12])[NH:8][CH:5]([CH3:7])[CH3:6])[CH:18]=2)[CH2:24][CH2:23]1)=[O:26])([CH3:29])([CH3:30])[CH3:31]. The yield is 0.840.